This data is from Catalyst prediction with 721,799 reactions and 888 catalyst types from USPTO. The task is: Predict which catalyst facilitates the given reaction. (1) Reactant: Cl[CH:2]([O:4][C:5](=[O:31])[N:6]([C:15]1[CH:20]=[CH:19][C:18]([C:21](=[O:29])[C:22]2[CH:27]=[CH:26][CH:25]=[CH:24][C:23]=2[CH3:28])=[C:17]([Cl:30])[CH:16]=1)[C:7]1[CH:12]=[CH:11][C:10]([F:13])=[CH:9][C:8]=1[CH3:14])[CH3:3].[C:32]([O-:36])(=[O:35])[CH2:33][CH3:34].C([N+](CCCC)(CCCC)CCCC)CCC. Product: [Cl:30][C:17]1[CH:16]=[C:15]([N:6]([C:7]2[CH:12]=[CH:11][C:10]([F:13])=[CH:9][C:8]=2[CH3:14])[C:5]([O:4][CH:2]([O:36][C:32](=[O:35])[CH2:33][CH3:34])[CH3:3])=[O:31])[CH:20]=[CH:19][C:18]=1[C:21](=[O:29])[C:22]1[CH:27]=[CH:26][CH:25]=[CH:24][C:23]=1[CH3:28]. The catalyst class is: 1. (2) Reactant: [CH2:1]([NH:8][S:9]([C:12]1[CH:17]=[CH:16][C:15]([O:18][CH3:19])=[CH:14][CH:13]=1)(=[O:11])=[O:10])[C:2]1[CH:7]=[CH:6][CH:5]=[CH:4][CH:3]=1.[H-].[Na+].Br[CH2:23][C:24]([O:26][CH2:27][CH3:28])=[O:25].O. Product: [CH2:1]([N:8]([S:9]([C:12]1[CH:13]=[CH:14][C:15]([O:18][CH3:19])=[CH:16][CH:17]=1)(=[O:11])=[O:10])[CH2:23][C:24]([O:26][CH2:27][CH3:28])=[O:25])[C:2]1[CH:7]=[CH:6][CH:5]=[CH:4][CH:3]=1. The catalyst class is: 7. (3) Reactant: Cl.CN(C)CC(O)=O.C(=O)([O-])[O-].[Cs+].[Cs+].[Cl:15][C:16]1[CH:17]=[CH:18][C:19]([CH3:23])=[C:20]([OH:22])[CH:21]=1.Br[C:25]1[CH:30]=[CH:29][C:28]([F:31])=[CH:27][C:26]=1[CH3:32]. Product: [Cl:15][C:16]1[CH:17]=[CH:18][C:19]([CH3:23])=[C:20]([O:22][C:25]2[CH:30]=[CH:29][C:28]([F:31])=[CH:27][C:26]=2[CH3:32])[CH:21]=1. The catalyst class is: 155. (4) Reactant: [NH2:1][NH2:2].[Br:3][C:4]1[CH:13]=[C:12]2[C:7]([C:8]([CH:15]=O)=[C:9](Cl)[N:10]=[CH:11]2)=[CH:6][CH:5]=1. Product: [Br:3][C:4]1[CH:5]=[CH:6][C:7]2[C:8]3[CH:15]=[N:2][NH:1][C:9]=3[N:10]=[CH:11][C:12]=2[CH:13]=1. The catalyst class is: 57. (5) Reactant: C(OC([N:8]1[CH2:13][CH2:12][CH:11]([O:14][C:15]2[CH:20]=[CH:19][C:18]([Cl:21])=[CH:17][C:16]=2[C:22](=[O:34])[NH:23][C:24]2[CH:29]=[CH:28][C:27]([N+:30]([O-:32])=[O:31])=[CH:26][C:25]=2[Cl:33])[CH2:10][CH2:9]1)=O)(C)(C)C.C(O)(C(F)(F)F)=O. Product: [Cl:21][C:18]1[CH:19]=[CH:20][C:15]([O:14][CH:11]2[CH2:10][CH2:9][NH:8][CH2:13][CH2:12]2)=[C:16]([CH:17]=1)[C:22]([NH:23][C:24]1[CH:29]=[CH:28][C:27]([N+:30]([O-:32])=[O:31])=[CH:26][C:25]=1[Cl:33])=[O:34]. The catalyst class is: 2.